Predict the product of the given reaction. From a dataset of Forward reaction prediction with 1.9M reactions from USPTO patents (1976-2016). (1) Given the reactants [F:1][C:2]1[CH:3]=[CH:4][C:5]([NH:8][NH2:9])=[N:6][CH:7]=1.[C:10](O)(=[O:14])[CH:11]([CH3:13])[CH3:12].C1C=C2N=NN(O)C2=CC=1.O.C(Cl)CCl.C(=O)(O)[O-].[Na+], predict the reaction product. The product is: [F:1][C:2]1[CH:3]=[CH:4][C:5]([NH:8][NH:9][C:10](=[O:14])[CH:11]([CH3:13])[CH3:12])=[N:6][CH:7]=1. (2) Given the reactants [NH3:1].[N:2]1([CH:8]2[CH2:13][CH2:12][CH:11]([NH:14][C:15]3[C:16]4[C:17]5[C:22]([S:23][C:24]=4[N:25]=[CH:26][N:27]=3)=[CH:21][CH:20]=[C:19]([CH2:28][C:29]([O:31]CC)=O)[CH:18]=5)[CH2:10][CH2:9]2)[CH2:7][CH2:6][O:5][CH2:4][CH2:3]1, predict the reaction product. The product is: [N:2]1([CH:8]2[CH2:9][CH2:10][CH:11]([NH:14][C:15]3[C:16]4[C:17]5[C:22]([S:23][C:24]=4[N:25]=[CH:26][N:27]=3)=[CH:21][CH:20]=[C:19]([CH2:28][C:29]([NH2:1])=[O:31])[CH:18]=5)[CH2:12][CH2:13]2)[CH2:7][CH2:6][O:5][CH2:4][CH2:3]1.